From a dataset of Peptide-MHC class I binding affinity with 185,985 pairs from IEDB/IMGT. Regression. Given a peptide amino acid sequence and an MHC pseudo amino acid sequence, predict their binding affinity value. This is MHC class I binding data. (1) The peptide sequence is IDYRFEQL. The MHC is H-2-Kb with pseudo-sequence H-2-Kb. The binding affinity (normalized) is 0.846. (2) The peptide sequence is ETLNEYKQL. The MHC is HLA-A02:01 with pseudo-sequence HLA-A02:01. The binding affinity (normalized) is 0. (3) The peptide sequence is AEALGPFQSFV. The MHC is H-2-Kb with pseudo-sequence H-2-Kb. The binding affinity (normalized) is 0.480. (4) The peptide sequence is YLDAIQQPV. The MHC is HLA-C05:01 with pseudo-sequence HLA-C05:01. The binding affinity (normalized) is 0.703.